This data is from NCI-60 drug combinations with 297,098 pairs across 59 cell lines. The task is: Regression. Given two drug SMILES strings and cell line genomic features, predict the synergy score measuring deviation from expected non-interaction effect. (1) Drug 1: C1=C(C(=O)NC(=O)N1)F. Drug 2: CCN(CC)CCNC(=O)C1=C(NC(=C1C)C=C2C3=C(C=CC(=C3)F)NC2=O)C. Cell line: MALME-3M. Synergy scores: CSS=36.2, Synergy_ZIP=3.79, Synergy_Bliss=4.34, Synergy_Loewe=4.30, Synergy_HSA=4.50. (2) Drug 1: CC1=CC2C(CCC3(C2CCC3(C(=O)C)OC(=O)C)C)C4(C1=CC(=O)CC4)C. Drug 2: C1=NC2=C(N=C(N=C2N1C3C(C(C(O3)CO)O)F)Cl)N. Cell line: MDA-MB-435. Synergy scores: CSS=-0.533, Synergy_ZIP=-8.23, Synergy_Bliss=-5.22, Synergy_Loewe=-39.4, Synergy_HSA=-9.31. (3) Drug 1: C1=CN(C=N1)CC(O)(P(=O)(O)O)P(=O)(O)O. Drug 2: C1CNP(=O)(OC1)N(CCCl)CCCl. Cell line: MALME-3M. Synergy scores: CSS=0.535, Synergy_ZIP=-0.255, Synergy_Bliss=0.417, Synergy_Loewe=-2.27, Synergy_HSA=-0.575. (4) Drug 1: CS(=O)(=O)C1=CC(=C(C=C1)C(=O)NC2=CC(=C(C=C2)Cl)C3=CC=CC=N3)Cl. Drug 2: CN1C(=O)N2C=NC(=C2N=N1)C(=O)N. Cell line: NCI-H226. Synergy scores: CSS=8.95, Synergy_ZIP=-0.259, Synergy_Bliss=-1.19, Synergy_Loewe=-6.67, Synergy_HSA=-2.77. (5) Drug 1: C1CCC(C1)C(CC#N)N2C=C(C=N2)C3=C4C=CNC4=NC=N3. Drug 2: CN(C)C1=NC(=NC(=N1)N(C)C)N(C)C. Cell line: SN12C. Synergy scores: CSS=8.02, Synergy_ZIP=0.113, Synergy_Bliss=3.39, Synergy_Loewe=-0.371, Synergy_HSA=2.63. (6) Drug 1: CC1=C2C(C(=O)C3(C(CC4C(C3C(C(C2(C)C)(CC1OC(=O)C(C(C5=CC=CC=C5)NC(=O)OC(C)(C)C)O)O)OC(=O)C6=CC=CC=C6)(CO4)OC(=O)C)OC)C)OC. Drug 2: CCC1(CC2CC(C3=C(CCN(C2)C1)C4=CC=CC=C4N3)(C5=C(C=C6C(=C5)C78CCN9C7C(C=CC9)(C(C(C8N6C=O)(C(=O)OC)O)OC(=O)C)CC)OC)C(=O)OC)O.OS(=O)(=O)O. Cell line: EKVX. Synergy scores: CSS=44.1, Synergy_ZIP=-15.6, Synergy_Bliss=-13.2, Synergy_Loewe=-11.2, Synergy_HSA=-9.44. (7) Drug 1: C1=CC(=CC=C1C#N)C(C2=CC=C(C=C2)C#N)N3C=NC=N3. Drug 2: B(C(CC(C)C)NC(=O)C(CC1=CC=CC=C1)NC(=O)C2=NC=CN=C2)(O)O. Cell line: SW-620. Synergy scores: CSS=65.3, Synergy_ZIP=1.01, Synergy_Bliss=0.460, Synergy_Loewe=-24.5, Synergy_HSA=-1.49. (8) Drug 1: CCC1=CC2CC(C3=C(CN(C2)C1)C4=CC=CC=C4N3)(C5=C(C=C6C(=C5)C78CCN9C7C(C=CC9)(C(C(C8N6C)(C(=O)OC)O)OC(=O)C)CC)OC)C(=O)OC.C(C(C(=O)O)O)(C(=O)O)O. Drug 2: CC1=C(C=C(C=C1)NC(=O)C2=CC=C(C=C2)CN3CCN(CC3)C)NC4=NC=CC(=N4)C5=CN=CC=C5. Cell line: HCT-15. Synergy scores: CSS=34.2, Synergy_ZIP=7.52, Synergy_Bliss=11.1, Synergy_Loewe=-6.68, Synergy_HSA=11.0. (9) Drug 2: C1CN(P(=O)(OC1)NCCCl)CCCl. Drug 1: C1CC(=O)NC(=O)C1N2CC3=C(C2=O)C=CC=C3N. Cell line: SK-MEL-2. Synergy scores: CSS=0.565, Synergy_ZIP=-1.20, Synergy_Bliss=-3.67, Synergy_Loewe=-4.91, Synergy_HSA=-4.92. (10) Drug 1: C1=NC2=C(N=C(N=C2N1C3C(C(C(O3)CO)O)F)Cl)N. Drug 2: CS(=O)(=O)OCCCCOS(=O)(=O)C. Cell line: MALME-3M. Synergy scores: CSS=-0.0475, Synergy_ZIP=0.393, Synergy_Bliss=-1.54, Synergy_Loewe=-4.43, Synergy_HSA=-4.43.